Task: Predict the reactants needed to synthesize the given product.. Dataset: Full USPTO retrosynthesis dataset with 1.9M reactions from patents (1976-2016) (1) Given the product [CH3:1][O:2][C:3]1[CH:12]=[C:11]2[C:6]([C:7]([O:13][CH2:14][C:15]3[N:19]4[N:20]=[C:21]([C:24]5[S:32][C:31]6[CH2:30][CH2:29][NH:28][CH2:27][C:26]=6[CH:25]=5)[CH:22]=[CH:23][C:18]4=[N:17][N:16]=3)=[CH:8][CH:9]=[N:10]2)=[CH:5][CH:4]=1, predict the reactants needed to synthesize it. The reactants are: [CH3:1][O:2][C:3]1[CH:12]=[C:11]2[C:6]([C:7]([O:13][CH2:14][C:15]3[N:19]4[N:20]=[C:21]([C:24]5[S:32][C:31]6[CH2:30][CH2:29][N:28](C(OC(C)(C)C)=O)[CH2:27][C:26]=6[CH:25]=5)[CH:22]=[CH:23][C:18]4=[N:17][N:16]=3)=[CH:8][CH:9]=[N:10]2)=[CH:5][CH:4]=1.FC(F)(F)C(O)=O. (2) Given the product [CH3:16][O:15][N:14]=[C:12]1[CH2:11][C@@H:10]([CH2:17][C:18]2[O:19][N:45]=[C:41]([CH2:42][CH2:43][OH:44])[N:40]=2)[N:9]([C:7]([C:4]2[CH:5]=[CH:6][C:1]([C:21]3[CH:22]=[CH:23][CH:24]=[CH:25][CH:26]=3)=[CH:2][CH:3]=2)=[O:8])[CH2:13]1, predict the reactants needed to synthesize it. The reactants are: [C:1]1([C:21]2[CH:26]=[CH:25][CH:24]=[CH:23][CH:22]=2)[CH:6]=[CH:5][C:4]([C:7]([N:9]2[CH2:13][C:12](=[N:14][O:15][CH3:16])[CH2:11][C@H:10]2[CH2:17][C:18](O)=[O:19])=[O:8])=[CH:3][CH:2]=1.C1N=CN(C(N2C=NC=C2)=O)C=1.O[N:40]=[C:41]([NH2:45])[CH2:42][CH2:43][OH:44].N1C=CC=CC=1. (3) Given the product [Br:1][C:2]1[CH:7]=[CH:6][C:5]([F:8])=[CH:4][N+:3]=1[O-:9], predict the reactants needed to synthesize it. The reactants are: [Br:1][C:2]1[CH:7]=[CH:6][C:5]([F:8])=[CH:4][N:3]=1.[OH:9]O. (4) Given the product [CH2:20]([N:27]1[CH2:33][CH2:9][CH:8]([C:6]2[CH:5]=[CH:4][C:3]([N+:10]([O-:12])=[O:11])=[C:2]([F:1])[CH:7]=2)[CH2:28]1)[C:21]1[CH:26]=[CH:25][CH:24]=[CH:23][CH:22]=1, predict the reactants needed to synthesize it. The reactants are: [F:1][C:2]1[CH:7]=[C:6]([CH:8]=[CH2:9])[CH:5]=[CH:4][C:3]=1[N+:10]([O-:12])=[O:11].FC(F)(F)C(O)=O.[CH2:20]([N:27]([CH2:33]OC)[CH2:28][Si](C)(C)C)[C:21]1[CH:26]=[CH:25][CH:24]=[CH:23][CH:22]=1. (5) Given the product [CH2:29]([O:31][C:7]1[C:6]([C:4]([OH:5])=[O:3])=[C:15]([C:16]2[CH:21]=[CH:20][CH:19]=[CH:18][CH:17]=2)[C:14]2[C:9](=[CH:10][CH:11]=[C:12]([N+:22]([O-:24])=[O:23])[CH:13]=2)[N:8]=1)[CH3:30], predict the reactants needed to synthesize it. The reactants are: C([O:3][C:4]([C:6]1[C:7](Cl)=[N:8][C:9]2[C:14]([C:15]=1[C:16]1[CH:21]=[CH:20][CH:19]=[CH:18][CH:17]=1)=[CH:13][C:12]([N+:22]([O-:24])=[O:23])=[CH:11][CH:10]=2)=[O:5])C.[OH-].[K+].Cl.[CH2:29]([OH:31])[CH3:30]. (6) Given the product [NH2:21][CH2:20][CH2:19][C@:11]1([C:13]2[CH:18]=[CH:17][CH:16]=[CH:15][N:14]=2)[CH2:12][C@@H:10]1[CH2:9][OH:8], predict the reactants needed to synthesize it. The reactants are: [Si]([O:8][CH2:9][C@H:10]1[CH2:12][C@:11]1([CH2:19][CH2:20][NH2:21])[C:13]1[CH:18]=[CH:17][CH:16]=[CH:15][N:14]=1)(C(C)(C)C)(C)C.[F-].C([N+](CCCC)(CCCC)CCCC)CCC. (7) Given the product [CH3:1][N:2]([C:3]1[CH:4]=[N:5][CH:6]=[CH:7][C:8]=1[C:9]1[CH:14]=[CH:13][CH:12]=[CH:11][C:10]=1[CH3:15])[C:25](=[O:26])[C:24]1[CH:28]=[C:29]([C:31]([F:32])([F:33])[F:34])[CH:30]=[C:22]([N:16]2[CH2:21][CH2:20][O:19][CH2:18][CH2:17]2)[CH:23]=1, predict the reactants needed to synthesize it. The reactants are: [CH3:1][NH:2][C:3]1[CH:4]=[N:5][CH:6]=[CH:7][C:8]=1[C:9]1[CH:14]=[CH:13][CH:12]=[CH:11][C:10]=1[CH3:15].[N:16]1([C:22]2[CH:23]=[C:24]([CH:28]=[C:29]([C:31]([F:34])([F:33])[F:32])[CH:30]=2)[C:25](O)=[O:26])[CH2:21][CH2:20][O:19][CH2:18][CH2:17]1. (8) Given the product [CH3:24][C:4]1[CH:3]=[C:2]([C:31]2[CH:30]=[CH:29][CH:28]=[C:27]([C:26]([F:37])([F:36])[F:25])[CH:32]=2)[CH:7]=[C:6]([CH3:8])[C:5]=1[C:9]([N:11]1[CH2:16][CH2:15][CH:14]([N:17]2[CH2:21][CH2:20][CH2:19][C@H:18]2[CH2:22][OH:23])[CH2:13][CH2:12]1)=[O:10], predict the reactants needed to synthesize it. The reactants are: Br[C:2]1[CH:7]=[C:6]([CH3:8])[C:5]([C:9]([N:11]2[CH2:16][CH2:15][CH:14]([N:17]3[CH2:21][CH2:20][CH2:19][C@H:18]3[CH2:22][OH:23])[CH2:13][CH2:12]2)=[O:10])=[C:4]([CH3:24])[CH:3]=1.[F:25][C:26]([F:37])([F:36])[C:27]1[CH:28]=[C:29](B(O)O)[CH:30]=[CH:31][CH:32]=1. (9) Given the product [CH2:1]([O:3][C:4]([C:5]1[CH:6]=[C:7]([C:9]2[N:10]=[CH:11][N:12]([C:14]([C:27]3[CH:28]=[CH:29][CH:30]=[CH:31][CH:32]=3)([C:15]3[CH:20]=[CH:19][CH:18]=[CH:17][CH:16]=3)[C:21]3[CH:22]=[CH:23][CH:24]=[CH:25][CH:26]=3)[CH:13]=2)[N:35]([C:37]2[CH:42]=[N:41][C:40]([O:43][CH3:44])=[CH:39][CH:38]=2)[N:36]=1)=[O:34])[CH3:2], predict the reactants needed to synthesize it. The reactants are: [CH2:1]([O:3][C:4](=[O:34])[C:5](=O)[CH2:6][C:7]([C:9]1[N:10]=[CH:11][N:12]([C:14]([C:27]2[CH:32]=[CH:31][CH:30]=[CH:29][CH:28]=2)([C:21]2[CH:26]=[CH:25][CH:24]=[CH:23][CH:22]=2)[C:15]2[CH:20]=[CH:19][CH:18]=[CH:17][CH:16]=2)[CH:13]=1)=O)[CH3:2].[NH:35]([C:37]1[CH:38]=[CH:39][C:40]([O:43][CH3:44])=[N:41][CH:42]=1)[NH2:36].O.C(Cl)(Cl)Cl. (10) Given the product [Cl:1][C:2]1[CH:18]=[C:17]([F:19])[C:5]2[CH2:6][CH2:7][N:8]([C:11](=[O:16])[C:12]([F:13])([F:15])[F:14])[CH2:9][CH2:10][C:4]=2[C:3]=1[NH:33][CH2:32][C:31]1[CH:34]=[CH:35][CH:36]=[C:29]([F:28])[CH:30]=1, predict the reactants needed to synthesize it. The reactants are: [Cl:1][C:2]1[CH:18]=[C:17]([F:19])[C:5]2[CH2:6][CH2:7][N:8]([C:11](=[O:16])[C:12]([F:15])([F:14])[F:13])[CH2:9][CH2:10][C:4]=2[C:3]=1OS(C(F)(F)F)(=O)=O.[F:28][C:29]1[CH:30]=[C:31]([CH:34]=[CH:35][CH:36]=1)[CH2:32][NH2:33].